Dataset: Peptide-MHC class II binding affinity with 134,281 pairs from IEDB. Task: Regression. Given a peptide amino acid sequence and an MHC pseudo amino acid sequence, predict their binding affinity value. This is MHC class II binding data. (1) The peptide sequence is GELQIVDKIDASFKI. The MHC is DRB1_0701 with pseudo-sequence DRB1_0701. The binding affinity (normalized) is 0.654. (2) The peptide sequence is RDGGQLRIPSLLHGG. The MHC is HLA-DPA10103-DPB10401 with pseudo-sequence HLA-DPA10103-DPB10401. The binding affinity (normalized) is 0.113. (3) The peptide sequence is SSKVTITDTTIGTGD. The MHC is HLA-DPA10201-DPB11401 with pseudo-sequence HLA-DPA10201-DPB11401. The binding affinity (normalized) is 0.0324. (4) The peptide sequence is ANATVYMIDSVLMPP. The MHC is HLA-DQA10201-DQB10202 with pseudo-sequence HLA-DQA10201-DQB10202. The binding affinity (normalized) is 0.438. (5) The peptide sequence is IDLWSYNAELLVALE. The MHC is DRB3_0101 with pseudo-sequence DRB3_0101. The binding affinity (normalized) is 0.528. (6) The binding affinity (normalized) is 0.617. The peptide sequence is YDKFLANVSTMLTGK. The MHC is DRB1_0405 with pseudo-sequence DRB1_0405. (7) The peptide sequence is AGLLRLLFHDCFANG. The MHC is DRB1_1101 with pseudo-sequence DRB1_1101. The binding affinity (normalized) is 0.413. (8) The peptide sequence is LGGVMGGLWKYLNAV. The MHC is HLA-DQA10601-DQB10402 with pseudo-sequence HLA-DQA10601-DQB10402. The binding affinity (normalized) is 0.368. (9) The peptide sequence is GKWLDAKSTWYGKPT. The MHC is HLA-DPA10103-DPB10401 with pseudo-sequence HLA-DPA10103-DPB10401. The binding affinity (normalized) is 0.244. (10) The peptide sequence is RNTRNLTYIDPDALKE. The MHC is DRB1_0302 with pseudo-sequence DRB1_0302. The binding affinity (normalized) is 0.